From a dataset of Forward reaction prediction with 1.9M reactions from USPTO patents (1976-2016). Predict the product of the given reaction. (1) Given the reactants [CH3:1][C:2]1[CH:7]=[CH:6][CH:5]=[CH:4][C:3]=1[SH:8].C(=O)([O-])[O-].[K+].[K+].C[N:16]([CH:18]=O)C, predict the reaction product. The product is: [CH3:1][C:2]1[CH:7]=[CH:6][CH:5]=[CH:4][C:3]=1[S:8][C:2]1[CH:7]=[CH:6][C:5]([S:8][C:3]2[CH:4]=[CH:5][CH:6]=[CH:7][C:2]=2[CH3:1])=[C:4]([C:18]#[N:16])[C:3]=1[C:18]#[N:16]. (2) Given the reactants [P:1]([O:13][CH2:14][C@H:15]1[CH2:19][CH2:18][CH2:17][N:16]1[CH2:20][CH2:21][CH2:22][O:23][C:24]1[CH:33]=[C:32]2[C:27]([C:28]([NH:34][C:35]3[S:36][C:37]([CH2:40][C:41]([NH:43][C:44]4[CH:49]=[CH:48][CH:47]=[CH:46][C:45]=4[F:50])=[O:42])=[CH:38][N:39]=3)=[N:29][CH:30]=[N:31]2)=[CH:26][C:25]=1[O:51][CH3:52])([O:8]C(C)(C)C)([O:3]C(C)(C)C)=[O:2].Cl.C1(N)C(F)=C(F)C(F)=C(N)C=1F.Cl.Cl, predict the reaction product. The product is: [P:1]([OH:3])([OH:8])([O:13][CH2:14][C@H:15]1[CH2:19][CH2:18][CH2:17][N:16]1[CH2:20][CH2:21][CH2:22][O:23][C:24]1[CH:33]=[C:32]2[C:27]([C:28]([NH:34][C:35]3[S:36][C:37]([CH2:40][C:41]([NH:43][C:44]4[CH:49]=[CH:48][CH:47]=[CH:46][C:45]=4[F:50])=[O:42])=[CH:38][N:39]=3)=[N:29][CH:30]=[N:31]2)=[CH:26][C:25]=1[O:51][CH3:52])=[O:2]. (3) Given the reactants [CH:1]([C:3]1[C:7]([CH3:8])=[C:6]([CH3:9])[S:5][C:4]=1[C:10]([O:12]C)=O)=O.O.[NH2:15][NH2:16], predict the reaction product. The product is: [CH3:9][C:6]1[S:5][C:4]2[C:10](=[O:12])[NH:15][N:16]=[CH:1][C:3]=2[C:7]=1[CH3:8]. (4) Given the reactants C[O:2][C:3]1[C:4](=O)[CH:5]([C:11](=O)[C:12]([O:14][CH2:15][CH3:16])=[O:13])[CH2:6][C:7]([CH3:10])([CH3:9])[CH:8]=1.[CH3:19][NH:20][NH2:21].[C:22](O)(=[O:24])C, predict the reaction product. The product is: [OH:24][CH:22]=[C:8]1[C:3](=[O:2])[C:4]2[N:20]([CH3:19])[N:21]=[C:11]([C:12]([O:14][CH2:15][CH3:16])=[O:13])[C:5]=2[CH2:6][C:7]1([CH3:10])[CH3:9]. (5) Given the reactants Br[C:2]1[S:3][C:4]([C:8]([NH2:10])=[O:9])=[C:5]([CH3:7])[N:6]=1.C(=O)([O-])[O-].[K+].[K+].[NH:17]1[CH2:22][CH2:21][NH:20][CH2:19][CH2:18]1, predict the reaction product. The product is: [CH3:7][C:5]1[N:6]=[C:2]([N:17]2[CH2:22][CH2:21][NH:20][CH2:19][CH2:18]2)[S:3][C:4]=1[C:8]([NH2:10])=[O:9]. (6) Given the reactants [CH3:1][C:2]1[CH:7]=[CH:6][C:5]([CH2:8][CH2:9][N:10]([C:13]2[CH:18]=[CH:17][C:16]([CH3:19])=[CH:15][CH:14]=2)[N:11]=O)=[CH:4][N:3]=1.[H-].[H-].[H-].[H-].[Li+].[Al+3], predict the reaction product. The product is: [CH3:1][C:2]1[N:3]=[CH:4][C:5]([CH2:8][CH2:9][N:10]([C:13]2[CH:14]=[CH:15][C:16]([CH3:19])=[CH:17][CH:18]=2)[NH2:11])=[CH:6][CH:7]=1.